This data is from Reaction yield outcomes from USPTO patents with 853,638 reactions. The task is: Predict the reaction yield, written as a fraction of the theoretical maximum amount of product (1.0 means a 100% yield; for example, 0.34 means a 34% yield). (1) The catalyst is CN(C=O)C. The reactants are [OH:1][C:2]1[CH:9]=[CH:8][C:5]([CH:6]=[O:7])=[CH:4][CH:3]=1.C([O-])([O-])=O.[Cs+].[Cs+].Br[CH2:17][CH2:18][CH2:19][CH2:20][CH2:21][S:22][C:23]1[C:32]2[C:27](=[CH:28][C:29]([C:33]([F:36])([F:35])[F:34])=[CH:30][CH:31]=2)[N:26]=[CH:25][CH:24]=1. The yield is 0.700. The product is [F:36][C:33]([F:34])([F:35])[C:29]1[CH:28]=[C:27]2[C:32]([C:23]([S:22][CH2:21][CH2:20][CH2:19][CH2:18][CH2:17][O:1][C:2]3[CH:9]=[CH:8][C:5]([CH2:6][OH:7])=[CH:4][CH:3]=3)=[CH:24][CH:25]=[N:26]2)=[CH:31][CH:30]=1. (2) The reactants are [Cl-].O[NH3+:3].[C:4](=[O:7])([O-])[OH:5].[Na+].CS(C)=O.[F:13][C:14]1[CH:19]=[CH:18][C:17]([N:20]2[C:25](=[O:26])[C:24]([CH2:27][C:28]3[CH:33]=[CH:32][C:31]([C:34]4[C:35]([C:40]#[N:41])=[CH:36][CH:37]=[CH:38][CH:39]=4)=[CH:30][CH:29]=3)=[C:23]([CH2:42][CH2:43][CH3:44])[N:22]3[N:45]=[CH:46][N:47]=[C:21]23)=[CH:16][CH:15]=1. The catalyst is C(OCC)(=O)C. The product is [F:13][C:14]1[CH:19]=[CH:18][C:17]([N:20]2[C:25](=[O:26])[C:24]([CH2:27][C:28]3[CH:33]=[CH:32][C:31]([C:34]4[CH:39]=[CH:38][CH:37]=[CH:36][C:35]=4[C:40]4[NH:3][C:4](=[O:7])[O:5][N:41]=4)=[CH:30][CH:29]=3)=[C:23]([CH2:42][CH2:43][CH3:44])[N:22]3[N:45]=[CH:46][N:47]=[C:21]23)=[CH:16][CH:15]=1. The yield is 0.550. (3) The reactants are [C:1]([O:5][C:6]([N:8]1[CH2:13][CH2:12][CH:11]([NH:14][C:15]2[CH:20]=[CH:19][C:18]([C:21]3([CH3:26])[O:25][CH2:24][CH2:23][O:22]3)=[CH:17][CH:16]=2)[CH2:10][CH2:9]1)=[O:7])([CH3:4])([CH3:3])[CH3:2].[Cl:27][C:28]1[CH:29]=[CH:30][C:31]([F:36])=[C:32]([CH:35]=1)[CH2:33]Br. No catalyst specified. The product is [C:1]([O:5][C:6]([N:8]1[CH2:9][CH2:10][CH:11]([N:14]([CH2:33][C:32]2[CH:35]=[C:28]([Cl:27])[CH:29]=[CH:30][C:31]=2[F:36])[C:15]2[CH:20]=[CH:19][C:18]([C:21]3([CH3:26])[O:22][CH2:23][CH2:24][O:25]3)=[CH:17][CH:16]=2)[CH2:12][CH2:13]1)=[O:7])([CH3:4])([CH3:2])[CH3:3]. The yield is 0.650. (4) The reactants are [OH-].[K+].[Br:3][C:4]1[CH:13]=[C:12]2[C:7]([C:8]([CH3:16])([CH3:15])[CH2:9][C:10](=[O:14])[NH:11]2)=[CH:6][C:5]=1[CH3:17].[CH3:18]I.O. The catalyst is CS(C)=O. The product is [Br:3][C:4]1[CH:13]=[C:12]2[C:7]([C:8]([CH3:15])([CH3:16])[CH2:9][C:10](=[O:14])[N:11]2[CH3:18])=[CH:6][C:5]=1[CH3:17]. The yield is 0.990. (5) The reactants are [Cl:1][C:2]1[CH:18]=[CH:17][C:5]([C:6]([N:8]2[CH2:13][CH2:12][CH:11]([C:14]([OH:16])=O)[CH2:10][CH2:9]2)=[O:7])=[CH:4][CH:3]=1.[F:19][C:20]([F:33])([F:32])[C:21]1[CH:22]=[C:23]([CH:25]=[C:26]([C:28]([F:31])([F:30])[F:29])[CH:27]=1)[NH2:24].O.ON1C2C=CC=CC=2N=N1.C(N(CC)C(C)C)(C)C. The catalyst is O1CCCC1.CCOC(C)=O. The product is [F:19][C:20]([F:32])([F:33])[C:21]1[CH:22]=[C:23]([NH:24][C:14]([CH:11]2[CH2:10][CH2:9][N:8]([C:6](=[O:7])[C:5]3[CH:4]=[CH:3][C:2]([Cl:1])=[CH:18][CH:17]=3)[CH2:13][CH2:12]2)=[O:16])[CH:25]=[C:26]([C:28]([F:29])([F:31])[F:30])[CH:27]=1. The yield is 0.0600. (6) The reactants are [C:1]12([CH2:11][S:12]([OH:15])(=[O:14])=[O:13])[C:8]([CH3:10])([CH3:9])[CH:5]([CH2:6][CH2:7]1)[CH2:4][C:2]2=[O:3].[F:16][C:17]1[CH:18]=[C:19]([NH2:28])[CH:20]=[C:21]2[C:25]=1[C:24]([CH3:27])([CH3:26])[CH2:23][CH2:22]2. The catalyst is C(OCC)(=O)C. The product is [C:1]12([CH2:11][S:12]([OH:15])(=[O:13])=[O:14])[C:8]([CH3:10])([CH3:9])[CH:5]([CH2:6][CH2:7]1)[CH2:4][C:2]2=[O:3].[F:16][C:17]1[CH:18]=[C:19]([NH2:28])[CH:20]=[C:21]2[C:25]=1[C:24]([CH3:26])([CH3:27])[CH2:23][CH2:22]2. The yield is 0.580. (7) The yield is 0.540. The reactants are C[Si]([CH:5]=[N+:6]=[N-:7])(C)C.C([Li])CCC.[S:13]1[C:17]2[CH:18]=[CH:19][CH:20]=[CH:21][C:16]=2[N:15]=[C:14]1[O:22][C:23]1[CH:28]=[CH:27][C:26]([CH2:29][CH2:30][N:31]2[CH2:36][CH2:35][CH:34]([C:37]#[N:38])[CH2:33][CH2:32]2)=[CH:25][CH:24]=1.[NH4+].[Cl-]. The catalyst is C(OCC)C.C1COCC1. The product is [NH:6]1[CH:5]=[C:37]([CH:34]2[CH2:33][CH2:32][N:31]([CH2:30][CH2:29][C:26]3[CH:25]=[CH:24][C:23]([O:22][C:14]4[S:13][C:17]5[CH:18]=[CH:19][CH:20]=[CH:21][C:16]=5[N:15]=4)=[CH:28][CH:27]=3)[CH2:36][CH2:35]2)[N:38]=[N:7]1.